From a dataset of NCI-60 drug combinations with 297,098 pairs across 59 cell lines. Regression. Given two drug SMILES strings and cell line genomic features, predict the synergy score measuring deviation from expected non-interaction effect. (1) Drug 1: C(=O)(N)NO. Drug 2: CCC1(C2=C(COC1=O)C(=O)N3CC4=CC5=C(C=CC(=C5CN(C)C)O)N=C4C3=C2)O.Cl. Cell line: SR. Synergy scores: CSS=53.7, Synergy_ZIP=-0.328, Synergy_Bliss=-0.922, Synergy_Loewe=-5.33, Synergy_HSA=2.07. (2) Drug 1: C1=CN(C=N1)CC(O)(P(=O)(O)O)P(=O)(O)O. Drug 2: B(C(CC(C)C)NC(=O)C(CC1=CC=CC=C1)NC(=O)C2=NC=CN=C2)(O)O. Cell line: SK-MEL-28. Synergy scores: CSS=27.2, Synergy_ZIP=3.25, Synergy_Bliss=3.86, Synergy_Loewe=-25.4, Synergy_HSA=-6.31.